Dataset: Forward reaction prediction with 1.9M reactions from USPTO patents (1976-2016). Task: Predict the product of the given reaction. (1) Given the reactants [C:1]([C:3]1[CH:8]=[CH:7][C:6]([CH2:9][CH2:10][CH:11](/[CH:23]=[CH:24]/[C:25]2[CH:30]=[CH:29][CH:28]=[CH:27][C:26]=2[OH:31])[CH2:12][C:13]2[CH:22]=[CH:21][C:16]([C:17]([O:19][CH3:20])=[O:18])=[CH:15][CH:14]=2)=[CH:5][CH:4]=1)#[N:2].Br[CH2:33][CH2:34][CH2:35][CH2:36][C:37]1[CH:42]=[CH:41][CH:40]=[CH:39][CH:38]=1.C(=O)([O-])[O-].[K+].[K+], predict the reaction product. The product is: [C:1]([C:3]1[CH:8]=[CH:7][C:6]([CH2:9][CH2:10][CH:11](/[CH:23]=[CH:24]/[C:25]2[CH:30]=[CH:29][CH:28]=[CH:27][C:26]=2[O:31][CH2:33][CH2:34][CH2:35][CH2:36][C:37]2[CH:42]=[CH:41][CH:40]=[CH:39][CH:38]=2)[CH2:12][C:13]2[CH:14]=[CH:15][C:16]([C:17]([O:19][CH3:20])=[O:18])=[CH:21][CH:22]=2)=[CH:5][CH:4]=1)#[N:2]. (2) The product is: [F:29][C:30]([F:41])([F:40])[C:31]([N:1]1[C@@H:5]2[CH2:6][N:7]([C:10]([O:12][CH2:13][C:14]3[CH:19]=[CH:18][CH:17]=[CH:16][CH:15]=3)=[O:11])[CH2:8][CH2:9][C@@H:4]2[CH2:3][CH2:2]1)=[O:32]. Given the reactants [NH:1]1[C@@H:5]2[CH2:6][N:7]([C:10]([O:12][CH2:13][C:14]3[CH:19]=[CH:18][CH:17]=[CH:16][CH:15]=3)=[O:11])[CH2:8][CH2:9][C@@H:4]2[CH2:3][CH2:2]1.CCN(C(C)C)C(C)C.[F:29][C:30]([F:41])([F:40])[C:31](O[C:31](=[O:32])[C:30]([F:41])([F:40])[F:29])=[O:32].C([O-])(O)=O.[Na+].C(Cl)Cl, predict the reaction product. (3) Given the reactants [C:1]([C:3]1[CH:8]=[CH:7][C:6]([C:9]([C:11]2[CH:16]=[CH:15][C:14]([F:17])=[CH:13][CH:12]=2)=[O:10])=[CH:5][CH:4]=1)#[CH:2].C#CCCCCCC.[C:26]([O:30][C:31](=[O:50])[NH:32][C:33]1([C:41]#[C:42][C:43]2[CH:48]=[CH:47][C:46](I)=[CH:45][CH:44]=2)[CH2:38][O:37][C:36]([CH3:40])([CH3:39])[O:35][CH2:34]1)([CH3:29])([CH3:28])[CH3:27].IC1C=C2C(=CC=1)CN(C(C1C=CC=CC=1)(C1C=CC=CC=1)C1C=CC=CC=1)C2, predict the reaction product. The product is: [C:26]([O:30][C:31](=[O:50])[NH:32][C:33]1([C:41]#[C:42][C:43]2[CH:48]=[CH:47][C:46]([C:2]#[C:1][C:3]3[CH:4]=[CH:5][C:6]([C:9](=[O:10])[C:11]4[CH:12]=[CH:13][C:14]([F:17])=[CH:15][CH:16]=4)=[CH:7][CH:8]=3)=[CH:45][CH:44]=2)[CH2:34][O:35][C:36]([CH3:40])([CH3:39])[O:37][CH2:38]1)([CH3:27])([CH3:28])[CH3:29]. (4) Given the reactants [CH2:1]([O:8][C:9]1[CH:18]=[CH:17][CH:16]=[C:15]2[C:10]=1[CH2:11][CH2:12][CH2:13][CH:14]2[C:19]([OH:21])=O)[C:2]1[CH:7]=[CH:6][CH:5]=[CH:4][CH:3]=1.[CH:22]([C:25]1[CH:30]=[CH:29][C:28]([NH:31][CH2:32][C:33]2[CH:34]=[N:35][C:36]([O:39][CH3:40])=[CH:37][CH:38]=2)=[CH:27][CH:26]=1)([CH3:24])[CH3:23], predict the reaction product. The product is: [CH2:1]([O:8][C:9]1[CH:18]=[CH:17][CH:16]=[C:15]2[C:10]=1[CH2:11][CH2:12][CH2:13][CH:14]2[C:19]([N:31]([C:28]1[CH:29]=[CH:30][C:25]([CH:22]([CH3:24])[CH3:23])=[CH:26][CH:27]=1)[CH2:32][C:33]1[CH:34]=[N:35][C:36]([O:39][CH3:40])=[CH:37][CH:38]=1)=[O:21])[C:2]1[CH:7]=[CH:6][CH:5]=[CH:4][CH:3]=1. (5) Given the reactants [CH3:1][O:2][C:3]1[CH:9]=[CH:8][C:7]([S:10]([CH3:13])(=[O:12])=[O:11])=[CH:6][C:4]=1[NH2:5].C(OC1C=CC(C(N)=O)=CC=1N=[C:28]=[S:29])(C)C, predict the reaction product. The product is: [N:5]([C:4]1[CH:6]=[C:7]([S:10]([CH3:13])(=[O:12])=[O:11])[CH:8]=[CH:9][C:3]=1[O:2][CH3:1])=[C:28]=[S:29].